Task: Regression. Given two drug SMILES strings and cell line genomic features, predict the synergy score measuring deviation from expected non-interaction effect.. Dataset: NCI-60 drug combinations with 297,098 pairs across 59 cell lines (1) Drug 1: CC12CCC3C(C1CCC2=O)CC(=C)C4=CC(=O)C=CC34C. Drug 2: CC1C(C(CC(O1)OC2CC(CC3=C2C(=C4C(=C3O)C(=O)C5=C(C4=O)C(=CC=C5)OC)O)(C(=O)C)O)N)O.Cl. Cell line: NCI/ADR-RES. Synergy scores: CSS=32.1, Synergy_ZIP=1.71, Synergy_Bliss=3.55, Synergy_Loewe=2.11, Synergy_HSA=2.49. (2) Drug 1: COC1=C(C=C2C(=C1)N=CN=C2NC3=CC(=C(C=C3)F)Cl)OCCCN4CCOCC4. Drug 2: C1=CC(=CC=C1CCC2=CNC3=C2C(=O)NC(=N3)N)C(=O)NC(CCC(=O)O)C(=O)O. Cell line: NCIH23. Synergy scores: CSS=8.04, Synergy_ZIP=-5.51, Synergy_Bliss=-2.92, Synergy_Loewe=-2.48, Synergy_HSA=-1.71. (3) Drug 1: CC12CCC(CC1=CCC3C2CCC4(C3CC=C4C5=CN=CC=C5)C)O. Drug 2: CC1C(C(CC(O1)OC2CC(CC3=C2C(=C4C(=C3O)C(=O)C5=C(C4=O)C(=CC=C5)OC)O)(C(=O)C)O)N)O.Cl. Cell line: NCI-H322M. Synergy scores: CSS=17.5, Synergy_ZIP=8.93, Synergy_Bliss=13.7, Synergy_Loewe=11.2, Synergy_HSA=12.6. (4) Drug 2: C1=NC2=C(N=C(N=C2N1C3C(C(C(O3)CO)O)O)F)N. Drug 1: C1=CN(C(=O)N=C1N)C2C(C(C(O2)CO)O)O.Cl. Cell line: BT-549. Synergy scores: CSS=13.5, Synergy_ZIP=-7.32, Synergy_Bliss=-2.46, Synergy_Loewe=0.384, Synergy_HSA=1.16.